This data is from Full USPTO retrosynthesis dataset with 1.9M reactions from patents (1976-2016). The task is: Predict the reactants needed to synthesize the given product. (1) Given the product [NH:1]1[C:9]2[C:4](=[CH:5][CH:6]=[CH:7][CH:8]=2)[C:3]([CH2:10][OH:11])=[N:2]1, predict the reactants needed to synthesize it. The reactants are: [NH:1]1[C:9]2[C:4](=[CH:5][CH:6]=[CH:7][CH:8]=2)[C:3]([C:10](O)=[O:11])=[N:2]1.[H-].COCCO[Al+]OCCOC.[Na+].[H-].[OH-].[Na+]. (2) Given the product [NH2:37][C:32]1[NH:31][N:39]=[CH:34][C:33]=1[C:5]1[CH:6]=[CH:7][C:2]([NH:1][C:20]([CH:14]2[O:60][C:12]3[CH:11]=[CH:10][CH:19]=[CH:18][C:17]=3[O:16][CH2:15]2)=[O:22])=[CH:3][CH:4]=1, predict the reactants needed to synthesize it. The reactants are: [NH2:1][C:2]1[CH:7]=[CH:6][CH:5]=[CH:4][CH:3]=1.CO[C:10]1[CH:11]=[C:12]2[C:17](=[CH:18][CH:19]=1)[O:16][CH2:15][CH:14]([C:20]([OH:22])=O)C2.CN(C(O[N:31]1[N:39]=N[C:33]2[CH:34]=CC=[N:37][C:32]1=2)=[N+](C)C)C.F[P-](F)(F)(F)(F)F.CCN(C(C)C)C(C)C.CN(C=[O:60])C. (3) Given the product [Br:1][C:2]1[CH:6]=[C:5]([C:7]([NH:8][C:9]2[C:17]([Br:18])=[CH:16][C:15]([Br:19])=[CH:14][C:10]=2[C:11]([NH:28][NH2:29])=[O:13])=[O:12])[N:4]([C:20]2[C:25]([Cl:26])=[CH:24][CH:23]=[CH:22][N:21]=2)[N:3]=1, predict the reactants needed to synthesize it. The reactants are: [Br:1][C:2]1[CH:6]=[C:5]([C:7]2[O:12][C:11](=[O:13])[C:10]3[CH:14]=[C:15]([Br:19])[CH:16]=[C:17]([Br:18])[C:9]=3[N:8]=2)[N:4]([C:20]2[C:25]([Cl:26])=[CH:24][CH:23]=[CH:22][N:21]=2)[N:3]=1.O.[NH2:28][NH2:29]. (4) Given the product [NH4+:9].[OH-:23].[F:1][C:2]1[CH:7]=[CH:6][CH:5]=[C:4]([F:8])[C:3]=1[N:9]1[C:14]2[N:15]=[C:16]([NH:35][CH2:36][CH2:37][NH:38][CH:39]([CH3:41])[CH3:40])[N:17]=[C:18]([C:19]3[CH:20]=[C:21]([CH:26]=[CH:27][C:28]=3[CH3:29])[C:22]([NH:24][CH3:25])=[O:23])[C:13]=2[CH2:12][NH:11][C:10]1=[O:34], predict the reactants needed to synthesize it. The reactants are: [F:1][C:2]1[CH:7]=[CH:6][CH:5]=[C:4]([F:8])[C:3]=1[N:9]1[C:14]2[N:15]=[C:16](S(C)(=O)=O)[N:17]=[C:18]([C:19]3[CH:20]=[C:21]([CH:26]=[CH:27][C:28]=3[CH3:29])[C:22]([NH:24][CH3:25])=[O:23])[C:13]=2[CH2:12][NH:11][C:10]1=[O:34].[NH2:35][CH2:36][CH2:37][NH:38][CH:39]([CH3:41])[CH3:40]. (5) Given the product [CH3:11][O:12][C:13]([C:15]1[NH:19][C:18]2[C:20]([Br:23])=[CH:21][S:22][C:17]=2[C:16]=1[I:9])=[O:14], predict the reactants needed to synthesize it. The reactants are: ClN1C(=O)CCC1=O.[I-:9].[Na+].[CH3:11][O:12][C:13]([C:15]1[NH:19][C:18]2[C:20]([Br:23])=[CH:21][S:22][C:17]=2[CH:16]=1)=[O:14]. (6) Given the product [Cl:1][C:2]1[CH:7]=[CH:6][C:5]([S:8]([CH:11]([CH3:13])[CH3:12])(=[O:10])=[O:9])=[CH:4][C:3]=1[N+:14]([O-:16])=[O:15], predict the reactants needed to synthesize it. The reactants are: [Cl:1][C:2]1[CH:7]=[CH:6][C:5]([S:8]([CH:11]([CH3:13])[CH3:12])(=[O:10])=[O:9])=[CH:4][CH:3]=1.[N+:14]([O-])([O-:16])=[O:15].[K+]. (7) Given the product [CH3:1][O:2][C:3](=[O:13])[C:4]1[CH:5]=[CH:6][C:7]([C:8]([NH:32][C:24]2[CH:23]=[CH:22][C:21]3[C:20]([CH3:33])([CH3:19])[CH2:29][CH2:28][C:27]([CH3:31])([CH3:30])[C:26]=3[CH:25]=2)=[O:10])=[CH:11][CH:12]=1, predict the reactants needed to synthesize it. The reactants are: [CH3:1][O:2][C:3](=[O:13])[C:4]1[CH:12]=[CH:11][C:7]([C:8]([OH:10])=O)=[CH:6][CH:5]=1.CN(C=O)C.[CH3:19][C:20]1([CH3:33])[CH2:29][CH2:28][C:27]([CH3:31])([CH3:30])[C:26]2[CH:25]=[C:24]([NH2:32])[CH:23]=[CH:22][C:21]1=2.O. (8) Given the product [NH2:1][C:2]1[C:7]2=[C:8]([Br:16])[CH:9]=[C:10]([CH2:11][CH2:12][CH2:13][CH2:14][OH:15])[N:6]2[N:5]=[CH:4][N:3]=1, predict the reactants needed to synthesize it. The reactants are: [NH2:1][C:2]1[C:7]2=[CH:8][CH:9]=[C:10]([CH2:11][CH2:12][CH2:13][CH2:14][OH:15])[N:6]2[N:5]=[CH:4][N:3]=1.[Br:16]N1C(C)(C)C(=O)N(Br)C1=O. (9) Given the product [Cl:1][C:2]1[CH:7]=[C:6]([N:8]2[C:39](=[O:40])[CH:38]=[C:37]([CH3:43])[N:36]=[C:34]2[CH3:33])[CH:5]=[CH:4][C:3]=1[NH:9][C:10]([CH3:21])([CH3:20])[CH2:11][C:12]1[CH:17]=[CH:16][C:15]([Cl:18])=[C:14]([F:19])[CH:13]=1, predict the reactants needed to synthesize it. The reactants are: [Cl:1][C:2]1[CH:7]=[C:6]([NH2:8])[CH:5]=[CH:4][C:3]=1[NH:9][C:10]([CH3:21])([CH3:20])[CH2:11][C:12]1[CH:17]=[CH:16][C:15]([Cl:18])=[C:14]([F:19])[CH:13]=1.C[Al](C)C.N#N.FC1C=C(C=CC=1)O[CH2:33][C:34]([NH:36]/[C:37](/[CH3:43])=[CH:38]\[C:39](OC)=[O:40])=O.